From a dataset of Forward reaction prediction with 1.9M reactions from USPTO patents (1976-2016). Predict the product of the given reaction. Given the reactants [Cl:1][C:2]1[CH:7]=[CH:6][C:5]([C:8]2([C:36](=[O:38])[CH3:37])[CH2:13][CH2:12][N:11]([CH2:14][CH2:15][CH:16]=[C:17]3[C:23]4[CH:24]=[CH:25][CH:26]=[N:27][C:22]=4[CH2:21][O:20][C:19]4[CH:28]=[CH:29][C:30]([C:32](O)([CH3:34])[CH3:33])=[CH:31][C:18]3=4)[CH2:10][CH2:9]2)=[CH:4][CH:3]=1.[BH4-].[Na+], predict the reaction product. The product is: [Cl:1][C:2]1[CH:7]=[CH:6][C:5]([C:8]2([CH:36]([OH:38])[CH3:37])[CH2:9][CH2:10][N:11]([CH2:14][CH2:15][CH:16]=[C:17]3[C:23]4[CH:24]=[CH:25][CH:26]=[N:27][C:22]=4[CH2:21][O:20][C:19]4[CH:28]=[CH:29][C:30]([C:32]([CH3:34])=[CH2:33])=[CH:31][C:18]3=4)[CH2:12][CH2:13]2)=[CH:4][CH:3]=1.